From a dataset of Forward reaction prediction with 1.9M reactions from USPTO patents (1976-2016). Predict the product of the given reaction. Given the reactants [OH:1][CH2:2][CH2:3][N:4]1[C:12]2[CH:11]=[CH:10][CH:9]=[CH:8][C:7]=2[C:6]2[CH2:13][CH2:14][N:15](C(OC(C)(C)C)=O)[CH2:16][CH2:17][C:5]1=2.[ClH:25].C1C2C3C=CC=CC=3N(CC(O)=O)C=2CCNC1, predict the reaction product. The product is: [ClH:25].[CH2:13]1[C:6]2[C:7]3[CH:8]=[CH:9][CH:10]=[CH:11][C:12]=3[N:4]([CH2:3][CH2:2][OH:1])[C:5]=2[CH2:17][CH2:16][NH:15][CH2:14]1.